This data is from Forward reaction prediction with 1.9M reactions from USPTO patents (1976-2016). The task is: Predict the product of the given reaction. (1) Given the reactants [Cl:1][C:2]1[CH:7]=[C:6]([Cl:8])[C:5]([O:9][CH3:10])=[CH:4][C:3]=1[NH:11][C:12]1[C:21]2[C:16](=[CH:17][C:18](F)=[C:19]([O:22][CH2:23][CH3:24])[CH:20]=2)[N:15]=[CH:14][C:13]=1[C:26]#[N:27].[CH3:28][N:29]1[CH2:34][CH2:33][CH:32]([CH2:35][CH2:36][CH2:37][OH:38])[CH2:31][CH2:30]1.[H-].[Na+].C(=O)(O)[O-].[Na+], predict the reaction product. The product is: [Cl:1][C:2]1[CH:7]=[C:6]([Cl:8])[C:5]([O:9][CH3:10])=[CH:4][C:3]=1[NH:11][C:12]1[C:21]2[C:16](=[CH:17][C:18]([O:38][CH2:37][CH2:36][CH2:35][CH:32]3[CH2:31][CH2:30][N:29]([CH3:28])[CH2:34][CH2:33]3)=[C:19]([O:22][CH2:23][CH3:24])[CH:20]=2)[N:15]=[CH:14][C:13]=1[C:26]#[N:27]. (2) Given the reactants [F:1][C:2]1[CH:10]=[C:9]([N+:11]([O-:13])=[O:12])[CH:8]=[CH:7][C:3]=1[C:4]([OH:6])=O.C(N(CC)CC)C.Cl.CN(C)CCCN=C=NCC.[C:33]([NH:37][C:38](=[O:52])[C:39]1[CH:44]=[CH:43][CH:42]=[C:41]([CH2:45][N:46]2[CH2:51][CH2:50][NH:49][CH2:48][CH2:47]2)[CH:40]=1)([CH3:36])([CH3:35])[CH3:34], predict the reaction product. The product is: [C:33]([NH:37][C:38](=[O:52])[C:39]1[CH:44]=[CH:43][CH:42]=[C:41]([CH2:45][N:46]2[CH2:47][CH2:48][N:49]([C:4](=[O:6])[C:3]3[CH:7]=[CH:8][C:9]([N+:11]([O-:13])=[O:12])=[CH:10][C:2]=3[F:1])[CH2:50][CH2:51]2)[CH:40]=1)([CH3:36])([CH3:34])[CH3:35]. (3) Given the reactants [CH3:1][C:2]1[N:7]=[C:6]([C:8]([OH:10])=O)[CH:5]=[CH:4][C:3]=1[C:11]1[CH:19]=[C:18]([C:20]([F:23])([F:22])[F:21])[CH:17]=[C:16]2[C:12]=1[CH:13]=[N:14][NH:15]2.C1C=CC2N(O)N=NC=2C=1.C(Cl)CCl.[NH2:38][CH2:39][CH2:40][OH:41].C(N(C(C)C)C(C)C)C, predict the reaction product. The product is: [OH:41][CH2:40][CH2:39][NH:38][C:8](=[O:10])[C:6]1[CH:5]=[CH:4][C:3]([C:11]2[CH:19]=[C:18]([C:20]([F:23])([F:21])[F:22])[CH:17]=[C:16]3[C:12]=2[CH:13]=[N:14][NH:15]3)=[C:2]([CH3:1])[N:7]=1. (4) Given the reactants [N:1]1[C:14]2[C:5](=[CH:6][CH:7]=[C:8]3[C:13]=2[N:12]=[CH:11][CH:10]=[CH:9]3)[CH:4]=[CH:3][CH:2]=1.O.O.O.O.O.O.[Cl-:21].[Tb+3:22].[Cl-].[Cl-].CO, predict the reaction product. The product is: [Cl-:21].[Cl-:21].[Cl-:21].[N:1]1[C:14]2[C:5](=[CH:6][CH:7]=[C:8]3[C:13]=2[N:12]=[CH:11][CH:10]=[CH:9]3)[CH:4]=[CH:3][CH:2]=1.[N:1]1[C:14]2[C:5](=[CH:6][CH:7]=[C:8]3[C:13]=2[N:12]=[CH:11][CH:10]=[CH:9]3)[CH:4]=[CH:3][CH:2]=1.[N:1]1[C:14]2[C:5](=[CH:6][CH:7]=[C:8]3[C:13]=2[N:12]=[CH:11][CH:10]=[CH:9]3)[CH:4]=[CH:3][CH:2]=1.[Tb+3:22]. (5) The product is: [F:8][C:5]1[CH:6]=[CH:7][C:2]([O:27][C:24]2[CH:25]=[C:26]3[C:21](=[CH:22][CH:23]=2)[N:20]=[CH:19][N:18]=[C:17]3[NH:9][C:10]2[CH:14]=[CH:13][N:12]([CH3:15])[N:11]=2)=[N:3][CH:4]=1. Given the reactants F[C:2]1[CH:7]=[CH:6][C:5]([F:8])=[CH:4][N:3]=1.[NH2:9][C:10]1[CH:14]=[CH:13][N:12]([CH3:15])[N:11]=1.Cl[C:17]1[C:26]2[C:21](=[CH:22][CH:23]=[C:24]([OH:27])[CH:25]=2)[N:20]=[CH:19][N:18]=1, predict the reaction product. (6) Given the reactants [H-].[Na+].[Cl:3][C:4]1[C:5]([CH3:23])=[C:6]([C:15]2[CH:20]=[CH:19][N:18]=[C:17]([C:21]#[N:22])[CH:16]=2)[C:7]([O:13][CH3:14])=[C:8]([CH:10](Cl)[CH3:11])[CH:9]=1.[CH3:24][C:25]1[C:33]2[C:28](=[N:29][CH:30]=[N:31][C:32]=2[NH2:34])[NH:27][N:26]=1.O, predict the reaction product. The product is: [NH2:34][C:32]1[N:31]=[CH:30][N:29]=[C:28]2[N:27]([CH:10]([C:8]3[C:7]([O:13][CH3:14])=[C:6]([C:15]4[CH:20]=[CH:19][N:18]=[C:17]([C:21]#[N:22])[CH:16]=4)[C:5]([CH3:23])=[C:4]([Cl:3])[CH:9]=3)[CH3:11])[N:26]=[C:25]([CH3:24])[C:33]=12. (7) Given the reactants C([N:20]1[CH:28]=[N:27][C:26]2[C:21]1=[N:22][CH:23]=[N:24][C:25]=2[NH:29]C(=O)OC(C)(C)C)(C1C=CC=CC=1)(C1C=CC=CC=1)C1C=CC=CC=1.[H-].[Na+].Br.Br[CH:41]([C:43]1[O:44][C:45](=[O:65])[C:46]2[C:51]([C:52]=1[C:53]1[S:54][C:55]([CH2:58][N:59]3[CH2:64][CH2:63][O:62][CH2:61][CH2:60]3)=[CH:56][CH:57]=1)=[CH:50][CH:49]=[CH:48][CH:47]=2)[CH3:42], predict the reaction product. The product is: [N:24]1[C:25]([NH:29][CH:41]([C:43]2[O:44][C:45](=[O:65])[C:46]3[C:51]([C:52]=2[C:53]2[S:54][C:55]([CH2:58][N:59]4[CH2:60][CH2:61][O:62][CH2:63][CH2:64]4)=[CH:56][CH:57]=2)=[CH:50][CH:49]=[CH:48][CH:47]=3)[CH3:42])=[C:26]2[C:21]([NH:20][CH:28]=[N:27]2)=[N:22][CH:23]=1. (8) Given the reactants [O:1]=[C:2]1[NH:25][C:24]2[CH:26]=[CH:27][CH:28]=[CH:29][C:23]=2[C:4]2([CH2:9][CH2:8][N:7]([CH:10]3[CH2:15][CH2:14][N:13](C(OC(C)(C)C)=O)[CH2:12][CH2:11]3)[CH2:6][CH2:5]2)[O:3]1, predict the reaction product. The product is: [NH:13]1[CH2:14][CH2:15][CH:10]([N:7]2[CH2:8][CH2:9][C:4]3([O:3][C:2](=[O:1])[NH:25][C:24]4[CH:26]=[CH:27][CH:28]=[CH:29][C:23]3=4)[CH2:5][CH2:6]2)[CH2:11][CH2:12]1. (9) Given the reactants C(O)(=O)C.[F:5][C:6]1[C:25]([F:26])=[CH:24][CH:23]=[CH:22][C:7]=1[CH2:8][N:9]1[C:13]2=[N:14][C:15]([CH3:18])=[CH:16][CH:17]=[C:12]2[C:11]([C:19](=[NH:21])[NH2:20])=[N:10]1.C([N:29](CC)CC)C.O.NN.[Cl-].[Na+], predict the reaction product. The product is: [F:5][C:6]1[C:25]([F:26])=[CH:24][CH:23]=[CH:22][C:7]=1[CH2:8][N:9]1[C:13]2=[N:14][C:15]([CH3:18])=[CH:16][CH:17]=[C:12]2[C:11]([C:19](=[NH:20])[NH:21][NH2:29])=[N:10]1.